The task is: Predict the product of the given reaction.. This data is from Forward reaction prediction with 1.9M reactions from USPTO patents (1976-2016). (1) Given the reactants [NH2:1][C:2]1[CH:7]=[CH:6][CH:5]=[C:4](C(O)=O)[N:3]=1.F[P-](F)(F)(F)(F)F.N1(O[P+](N(C)C)(N(C)C)N(C)C)[C:22]2C=CC=C[C:21]=2N=N1.C(Cl)Cl.CCN(C(C)C)C(C)C, predict the reaction product. The product is: [N:1]1[CH:21]=[CH:22][N:3]2[CH:4]=[CH:5][CH:6]=[CH:7][C:2]=12. (2) Given the reactants [F:1][C@H:2]1[C@@H:6]([O:7][C:8]2[CH:9]=[CH:10][CH:11]=[C:12]3[C:17]=2[N:16]=[C:15]([C:18]2[N:22]4[CH:23]=[CH:24][C:25]([O:27][CH2:28][CH2:29][O:30][CH3:31])=[CH:26][C:21]4=[N:20][CH:19]=2)[CH:14]=[CH:13]3)[CH2:5][N:4](C(OCC2C=CC=CC=2)=O)[CH2:3]1.[ClH:42], predict the reaction product. The product is: [ClH:42].[F:1][C@H:2]1[CH2:3][NH:4][CH2:5][C@H:6]1[O:7][C:8]1[CH:9]=[CH:10][CH:11]=[C:12]2[C:17]=1[N:16]=[C:15]([C:18]1[N:22]3[CH:23]=[CH:24][C:25]([O:27][CH2:28][CH2:29][O:30][CH3:31])=[CH:26][C:21]3=[N:20][CH:19]=1)[CH:14]=[CH:13]2. (3) The product is: [C:9]1([CH2:15][C:16](=[N:3][OH:2])[CH2:17][CH3:18])[CH:14]=[CH:13][CH:12]=[CH:11][CH:10]=1. Given the reactants Cl.[OH:2][NH2:3].CC([O-])=O.[Na+].[C:9]1([CH2:15][C:16](=O)[CH2:17][CH3:18])[CH:14]=[CH:13][CH:12]=[CH:11][CH:10]=1, predict the reaction product. (4) The product is: [N+:7]([C:3]1[CH:4]=[N:5][S:6][C:2]=1[C:10]1[CH:15]=[CH:14][CH:13]=[CH:12][CH:11]=1)([O-:9])=[O:8]. Given the reactants Br[C:2]1[S:6][N:5]=[CH:4][C:3]=1[N+:7]([O-:9])=[O:8].[C:10]1(B(O)O)[CH:15]=[CH:14][CH:13]=[CH:12][CH:11]=1.C([O-])([O-])=O.[Na+].[Na+].C1(C)C=CC=CC=1, predict the reaction product. (5) The product is: [C@@H:9]1([C:8]([O:12][CH2:13][CH3:14])=[O:11])[CH2:10][C@H:5]1[C:4]([O:3][CH2:1][CH3:2])=[O:7]. Given the reactants [CH2:1]([O:3][C:4](=[O:7])[CH2:5]Cl)[CH3:2].[C:8]([O:12][CH2:13][CH3:14])(=[O:11])[CH:9]=[CH2:10].[H-].[Na+], predict the reaction product. (6) Given the reactants Cl.[NH2:2][CH:3]1[CH:12]([CH2:13][C:14]2[CH:19]=[CH:18][C:17]([Cl:20])=[C:16](Cl)[CH:15]=2)[C:11]2[CH:10]=[C:9]([O:22][CH2:23][CH2:24][NH:25][S:26]([CH3:29])(=[O:28])=[O:27])[CH:8]=[CH:7][C:6]=2[CH2:5][CH2:4]1.O.NN.O.C(Cl)Cl, predict the reaction product. The product is: [ClH:20].[NH2:2][CH:3]1[CH:12]([CH2:13][C:14]2[CH:19]=[CH:18][CH:17]=[CH:16][CH:15]=2)[C:11]2[CH:10]=[C:9]([O:22][CH2:23][CH2:24][NH:25][S:26]([CH3:29])(=[O:28])=[O:27])[CH:8]=[CH:7][C:6]=2[CH2:5][CH2:4]1. (7) Given the reactants [N:1]1([CH2:7][CH2:8][NH2:9])[CH2:6][CH2:5][O:4][CH2:3][CH2:2]1.[Cl:10][C:11]1[CH:12]=[C:13]([NH:18][C:19]2[C:28]3[C:23](=[CH:24][N:25]=[C:26](F)[CH:27]=3)[N:22]=[CH:21][C:20]=2[C:30]#[N:31])[CH:14]=[CH:15][C:16]=1[F:17], predict the reaction product. The product is: [Cl:10][C:11]1[CH:12]=[C:13]([NH:18][C:19]2[C:28]3[C:23](=[CH:24][N:25]=[C:26]([NH:9][CH2:8][CH2:7][N:1]4[CH2:6][CH2:5][O:4][CH2:3][CH2:2]4)[CH:27]=3)[N:22]=[CH:21][C:20]=2[C:30]#[N:31])[CH:14]=[CH:15][C:16]=1[F:17]. (8) Given the reactants CC1(C)[O:6][C@H:5]([CH2:7][O:8][C:9]2[CH:10]=[C:11]3[C:15](=[CH:16][CH:17]=2)[N:14]([CH3:18])[CH:13]=[C:12]3[C:19]2[N:27]([S:28]([C:31]3[CH:36]=[CH:35][C:34]([CH3:37])=[CH:33][CH:32]=3)(=[O:30])=[O:29])[C:22]3=[N:23][CH:24]=[CH:25][CH:26]=[C:21]3[CH:20]=2)[CH2:4][O:3]1.Cl, predict the reaction product. The product is: [CH3:18][N:14]1[C:15]2[C:11](=[CH:10][C:9]([O:8][CH2:7][C@@H:5]([OH:6])[CH2:4][OH:3])=[CH:17][CH:16]=2)[C:12]([C:19]2[N:27]([S:28]([C:31]3[CH:36]=[CH:35][C:34]([CH3:37])=[CH:33][CH:32]=3)(=[O:29])=[O:30])[C:22]3=[N:23][CH:24]=[CH:25][CH:26]=[C:21]3[CH:20]=2)=[CH:13]1. (9) Given the reactants [CH2:1]([C:8]1[O:9][C:10]2[CH:29]=[CH:28][CH:27]=[CH:26][C:11]=2[C:12]=1[C:13]1[CH:18]=[CH:17][C:16]([C:19]2[CH:24]=[CH:23][C:22]([OH:25])=[CH:21][CH:20]=2)=[CH:15][CH:14]=1)[C:2]1[CH:7]=[CH:6][CH:5]=[CH:4][CH:3]=1.C[O:31][C:32](=[O:42])[C@H:33]([CH2:35][C:36]1[CH:41]=[CH:40][CH:39]=[CH:38][CH:37]=1)O, predict the reaction product. The product is: [CH2:1]([C:8]1[O:9][C:10]2[CH:29]=[CH:28][CH:27]=[CH:26][C:11]=2[C:12]=1[C:13]1[CH:18]=[CH:17][C:16]([C:19]2[CH:24]=[CH:23][C:22]([O:25][C@H:33]([CH2:35][C:36]3[CH:41]=[CH:40][CH:39]=[CH:38][CH:37]=3)[C:32]([OH:42])=[O:31])=[CH:21][CH:20]=2)=[CH:15][CH:14]=1)[C:2]1[CH:3]=[CH:4][CH:5]=[CH:6][CH:7]=1.